From a dataset of CYP2C19 inhibition data for predicting drug metabolism from PubChem BioAssay. Regression/Classification. Given a drug SMILES string, predict its absorption, distribution, metabolism, or excretion properties. Task type varies by dataset: regression for continuous measurements (e.g., permeability, clearance, half-life) or binary classification for categorical outcomes (e.g., BBB penetration, CYP inhibition). Dataset: cyp2c19_veith. (1) The molecule is COc1ncc2nc(-c3ccc(Cl)cc3)c(=O)n(C[C@H]3CCCO3)c2n1. The result is 1 (inhibitor). (2) The drug is CC(C)Oc1ccc2c(=O)c3cc(C(=O)O)ccc3oc2c1. The result is 0 (non-inhibitor). (3) The drug is CCCC[C@@H]1C[C@H]1C(NC(=O)c1ccco1)c1ccc(-c2ccccc2)cc1. The result is 1 (inhibitor). (4) The molecule is CCc1cccc2c3c([nH]c12)[C@@](CC)(CC(=O)O)OCC3. The result is 0 (non-inhibitor). (5) The drug is CN(Cc1ccco1)C(=O)C1CCC(=O)N1Cc1ccc(F)cc1. The result is 1 (inhibitor). (6) The compound is O=C1c2ccccc2C(=O)N1C1(C(=O)NC2(C(=O)O)CCCC2)CCCC1. The result is 0 (non-inhibitor). (7) The drug is COC(=O)[C@H]1C[C@@H]1[C@H](NC(=O)c1cnccn1)c1ccccc1. The result is 0 (non-inhibitor).